From a dataset of Catalyst prediction with 721,799 reactions and 888 catalyst types from USPTO. Predict which catalyst facilitates the given reaction. (1) Reactant: [S:1]1[C:5]([CH2:6][O:7][C:8]([NH:10][C@H:11]([CH2:33][C:34]2[CH:39]=[CH:38][CH:37]=[CH:36][CH:35]=2)[CH2:12][NH:13][CH2:14][C@@H:15]([NH:23][C:24]([O:26][CH2:27][C:28]2[S:32][CH:31]=[N:30][CH:29]=2)=[O:25])[CH2:16][C:17]2[CH:22]=[CH:21][CH:20]=[CH:19][CH:18]=2)=[O:9])=[CH:4][N:3]=[CH:2]1.[CH3:40][C:41]([CH3:45])([CH3:44])[CH:42]=O.C(O)(=O)C.C(O[BH-](OC(=O)C)OC(=O)C)(=O)C.[Na+].C([O-])(O)=O.[Na+]. Product: [CH3:40][C:41]([CH3:45])([CH3:44])[CH2:42][N:13]([CH2:14][C@H:15]([NH:23][C:24]([O:26][CH2:27][C:28]1[S:32][CH:31]=[N:30][CH:29]=1)=[O:25])[CH2:16][C:17]1[CH:18]=[CH:19][CH:20]=[CH:21][CH:22]=1)[CH2:12][C@@H:11]([NH:10][C:8]([O:7][CH2:6][C:5]1[S:1][CH:2]=[N:3][CH:4]=1)=[O:9])[CH2:33][C:34]1[CH:39]=[CH:38][CH:37]=[CH:36][CH:35]=1. The catalyst class is: 26. (2) Product: [Cl:1]/[CH:2]=[C:3]1\[C:4](=[O:13])[C:5]2[C:6]([S:11][CH2:12]\1)=[N:7][CH:8]=[CH:9][CH:10]=2. Reactant: [Cl:1]/[CH:2]=[C:3]1/[C:4](=[O:13])[C:5]2[C:6]([S:11][CH2:12]/1)=[N:7][CH:8]=[CH:9][CH:10]=2. The catalyst class is: 5. (3) Reactant: [F:1][C:2]1[CH:3]=[CH:4][C:5]([NH:8][C:9]2[C:17]3[O:16][CH2:15][C@@H:14]([N:18]([C:33](=[O:38])[C:34]([F:37])([F:36])[F:35])[C:19]4[CH:32]=[CH:31][C:22]5[C@H:23]([CH2:26][C:27]([O:29][CH3:30])=[O:28])[CH2:24][O:25][C:21]=5[CH:20]=4)[C:13]=3[CH:12]=[CH:11][CH:10]=2)=[N:6][CH:7]=1.[CH2:39](I)[CH2:40][CH3:41].[H-].[Na+].O. Product: [F:1][C:2]1[CH:3]=[CH:4][C:5]([N:8]([CH2:39][CH2:40][CH3:41])[C:9]2[C:17]3[O:16][CH2:15][C@@H:14]([N:18]([C:33](=[O:38])[C:34]([F:35])([F:37])[F:36])[C:19]4[CH:32]=[CH:31][C:22]5[C@H:23]([CH2:26][C:27]([O:29][CH3:30])=[O:28])[CH2:24][O:25][C:21]=5[CH:20]=4)[C:13]=3[CH:12]=[CH:11][CH:10]=2)=[N:6][CH:7]=1. The catalyst class is: 9. (4) Reactant: [C:1]([C:3]1[CH:4]=[C:5]([S:9](Cl)(=[O:11])=[O:10])[CH:6]=[CH:7][CH:8]=1)#[N:2].C([N:15](CC)CC)C.[NH2:20][C@@H:21]1[CH2:25][CH2:24][N:23]([C:26](OC(C)(C)C)=O)[CH2:22]1.CCN(C(C)C)C(C)C.BrC#N. Product: [C:1]([C:3]1[CH:4]=[C:5]([S:9]([NH:20][C@@H:21]2[CH2:25][CH2:24][N:23]([C:26]#[N:15])[CH2:22]2)(=[O:11])=[O:10])[CH:6]=[CH:7][CH:8]=1)#[N:2]. The catalyst class is: 34.